This data is from Forward reaction prediction with 1.9M reactions from USPTO patents (1976-2016). The task is: Predict the product of the given reaction. Given the reactants [NH2:1][C:2]1[S:3][C:4]([C:8]2[CH:9]=[C:10]([NH:15][S:16]([CH3:19])(=[O:18])=[O:17])[C:11]([Cl:14])=[N:12][CH:13]=2)=[C:5]([CH3:7])[N:6]=1.N1C=CC=CC=1.Cl[C:27]([O:29][C:30]1[CH:35]=[CH:34][CH:33]=[CH:32][CH:31]=1)=[O:28], predict the reaction product. The product is: [C:30]1([O:29][C:27](=[O:28])[NH:1][C:2]2[S:3][C:4]([C:8]3[CH:13]=[N:12][C:11]([Cl:14])=[C:10]([NH:15][S:16]([CH3:19])(=[O:18])=[O:17])[CH:9]=3)=[C:5]([CH3:7])[N:6]=2)[CH:35]=[CH:34][CH:33]=[CH:32][CH:31]=1.